This data is from Reaction yield outcomes from USPTO patents with 853,638 reactions. The task is: Predict the reaction yield, written as a fraction of the theoretical maximum amount of product (1.0 means a 100% yield; for example, 0.34 means a 34% yield). The yield is 0.800. The reactants are [C:1]([NH:9][C:10]1[CH:15]=[CH:14][C:13]([CH:16]2[C:25]([CH3:27])([CH3:26])[CH2:24][C:23]3[C:18](=[CH:19][CH:20]=[C:21]([C:28]([O:30]C)=[O:29])[CH:22]=3)[NH:17]2)=[CH:12][CH:11]=1)(=[O:8])[C:2]1[CH:7]=[CH:6][CH:5]=[CH:4][CH:3]=1.[OH-].[Na+]. The product is [C:1]([NH:9][C:10]1[CH:11]=[CH:12][C:13]([CH:16]2[C:25]([CH3:27])([CH3:26])[CH2:24][C:23]3[C:18](=[CH:19][CH:20]=[C:21]([C:28]([OH:30])=[O:29])[CH:22]=3)[NH:17]2)=[CH:14][CH:15]=1)(=[O:8])[C:2]1[CH:7]=[CH:6][CH:5]=[CH:4][CH:3]=1. The catalyst is CO.